This data is from Full USPTO retrosynthesis dataset with 1.9M reactions from patents (1976-2016). The task is: Predict the reactants needed to synthesize the given product. (1) Given the product [C:29]([C:17]1[C:18]([C:20]2[C:28]3[C:23](=[CH:24][CH:25]=[CH:26][CH:27]=3)[NH:22][CH:21]=2)=[N:19][C:14]([NH:13][C@@H:10]2[CH2:11][CH2:12][N:8]([C:6]([C:5]3[CH:4]=[CH:3][C:2]([NH:1][C:46](=[O:47])/[CH:45]=[CH:44]/[CH2:43][N:49]4[CH2:54][CH2:53][O:52][CH2:51][CH2:50]4)=[CH:32][CH:31]=3)=[O:7])[CH2:9]2)=[N:15][CH:16]=1)#[N:30], predict the reactants needed to synthesize it. The reactants are: [NH2:1][C:2]1[CH:32]=[CH:31][C:5]([C:6]([N:8]2[CH2:12][CH2:11][C@@H:10]([NH:13][C:14]3[N:19]=[C:18]([C:20]4[C:28]5[C:23](=[CH:24][CH:25]=[CH:26][CH:27]=5)[NH:22][CH:21]=4)[C:17]([C:29]#[N:30])=[CH:16][N:15]=3)[CH2:9]2)=[O:7])=[CH:4][CH:3]=1.CCN(C(C)C)C(C)C.Br[CH2:43]/[CH:44]=[CH:45]/[C:46](Cl)=[O:47].[NH:49]1[CH2:54][CH2:53][O:52][CH2:51][CH2:50]1. (2) Given the product [C:2]([C:7]1[O:11][C:10]([CH2:12][N:13]2[CH:17]=[C:16]([NH:18][C:29](=[O:30])/[CH:28]=[CH:27]/[C:23]3[CH:24]=[CH:25][CH:26]=[C:21]([C:20]([F:32])([F:33])[F:19])[CH:22]=3)[CH:15]=[N:14]2)=[CH:9][CH:8]=1)(=[O:6])[CH3:1], predict the reactants needed to synthesize it. The reactants are: [CH3:1][C:2]1([C:7]2[O:11][C:10]([CH2:12][N:13]3[CH:17]=[C:16]([NH2:18])[CH:15]=[N:14]3)=[CH:9][CH:8]=2)[O:6]CCO1.[F:19][C:20]([F:33])([F:32])[C:21]1[CH:22]=[C:23](/[CH:27]=[CH:28]/[C:29](O)=[O:30])[CH:24]=[CH:25][CH:26]=1.